Task: Predict the reactants needed to synthesize the given product.. Dataset: Full USPTO retrosynthesis dataset with 1.9M reactions from patents (1976-2016) (1) Given the product [CH3:19][C:20]1[N:24]2[C:25]3[CH:31]=[C:30]([CH3:32])[N:29]([CH2:33][C:34]4[CH:35]=[C:36]([CH:37]=[CH:38][CH:39]=4)[CH2:40][NH:50][CH2:49][CH2:47][OH:48])[C:26]=3[CH:27]=[CH:28][C:23]2=[N:22][N:21]=1, predict the reactants needed to synthesize it. The reactants are: C(N(C(C)C)CC)(C)C.CS(OS(C)(=O)=O)(=O)=O.[CH3:19][C:20]1[N:24]2[C:25]3[CH:31]=[C:30]([CH3:32])[N:29]([CH2:33][C:34]4[CH:35]=[C:36]([CH2:40]O)[CH:37]=[CH:38][CH:39]=4)[C:26]=3[CH:27]=[CH:28][C:23]2=[N:22][N:21]=1.S([O-])(=O)(=O)C.[CH2:47]([CH2:49][NH2:50])[OH:48]. (2) Given the product [CH2:3]([NH:10][C:11](=[O:33])[N:12]([C:14]1[CH:15]=[C:16]([C:20]2[CH:25]=[CH:24][C:23]([CH:26]=[CH:27][C:28]([OH:30])=[O:29])=[CH:22][CH:21]=2)[CH:17]=[CH:18][CH:19]=1)[CH3:13])[CH2:4][CH2:5][CH2:6][CH2:7][CH2:8][CH3:9], predict the reactants needed to synthesize it. The reactants are: [OH-].[Na+].[CH2:3]([NH:10][C:11](=[O:33])[N:12]([C:14]1[CH:15]=[C:16]([C:20]2[CH:25]=[CH:24][C:23]([CH:26]=[CH:27][C:28]([O:30]CC)=[O:29])=[CH:22][CH:21]=2)[CH:17]=[CH:18][CH:19]=1)[CH3:13])[CH2:4][CH2:5][CH2:6][CH2:7][CH2:8][CH3:9].O1CCCC1.CO.O. (3) Given the product [NH2:10][C:11]1[CH:12]=[C:13]([CH:17]([N:27]([CH2:28][CH2:29][O:30][CH3:31])[C:32](=[O:33])[O:34][C:35]([CH3:36])([CH3:37])[CH3:38])[CH2:18][O:19][Si:20]([C:23]([CH3:26])([CH3:25])[CH3:24])([CH3:21])[CH3:22])[CH:14]=[CH:15][CH:16]=1, predict the reactants needed to synthesize it. The reactants are: C(OC(=O)[NH:10][C:11]1[CH:16]=[CH:15][CH:14]=[C:13]([CH:17]([N:27]([C:32]([O:34][C:35]([CH3:38])([CH3:37])[CH3:36])=[O:33])[CH2:28][CH2:29][O:30][CH3:31])[CH2:18][O:19][Si:20]([C:23]([CH3:26])([CH3:25])[CH3:24])([CH3:22])[CH3:21])[CH:12]=1)C1C=CC=CC=1. (4) Given the product [Cl:13][C:4]1[N:3]=[C:2]([NH:23][C@H:21]([C:18]2[CH:19]=[CH:20][C:15]([F:14])=[CH:16][CH:17]=2)[CH3:22])[CH:7]=[C:6]([C:8]2[O:12][CH:11]=[N:10][CH:9]=2)[CH:5]=1, predict the reactants needed to synthesize it. The reactants are: Cl[C:2]1[CH:7]=[C:6]([C:8]2[O:12][CH:11]=[N:10][CH:9]=2)[CH:5]=[C:4]([Cl:13])[N:3]=1.[F:14][C:15]1[CH:20]=[CH:19][C:18]([C@@H:21]([NH2:23])[CH3:22])=[CH:17][CH:16]=1.C1(P(C2C=CC=CC=2)C2C=CC3C(=CC=CC=3)C=2C2C3C(=CC=CC=3)C=CC=2P(C2C=CC=CC=2)C2C=CC=CC=2)C=CC=CC=1.C(=O)([O-])[O-].[Cs+].[Cs+]. (5) Given the product [CH3:23][N:22]([CH3:24])[C:20]1[N:21]=[C:16]2[CH:15]=[CH:14][C:13]([NH:12][C:11]([C:10]3[N:9]([CH3:26])[N:8]=[CH:7][C:6]=3[C:4]([OH:5])=[O:3])=[O:25])=[CH:18][N:17]2[N:19]=1, predict the reactants needed to synthesize it. The reactants are: C([O:3][C:4]([C:6]1[CH:7]=[N:8][N:9]([CH3:26])[C:10]=1[C:11](=[O:25])[NH:12][C:13]1[CH:14]=[CH:15][C:16]2[N:17]([N:19]=[C:20]([N:22]([CH3:24])[CH3:23])[N:21]=2)[CH:18]=1)=[O:5])C.CN1C(C(=O)NC2C=CC3N(N=C(N4CCOCC4)N=3)C=2)=C(C(O)=O)C=N1. (6) Given the product [C:12]([C:11]1[C:2]([NH:16][CH:17]([CH:21]([C:25]2[CH:26]=[C:27]([F:32])[CH:28]=[C:29]([F:31])[CH:30]=2)[C:22]([OH:24])=[O:23])[C:18]([OH:20])=[O:19])=[N:3][C:4]2[C:9]([CH:10]=1)=[CH:8][C:7]([Cl:15])=[CH:6][CH:5]=2)([OH:14])=[O:13], predict the reactants needed to synthesize it. The reactants are: Cl[C:2]1[C:11]([C:12]([OH:14])=[O:13])=[CH:10][C:9]2[C:4](=[CH:5][CH:6]=[C:7]([Cl:15])[CH:8]=2)[N:3]=1.[NH2:16][CH:17]([CH:21]([C:25]1[CH:30]=[C:29]([F:31])[CH:28]=[C:27]([F:32])[CH:26]=1)[C:22]([OH:24])=[O:23])[C:18]([OH:20])=[O:19].